Dataset: Reaction yield outcomes from USPTO patents with 853,638 reactions. Task: Predict the reaction yield, written as a fraction of the theoretical maximum amount of product (1.0 means a 100% yield; for example, 0.34 means a 34% yield). (1) The reactants are [BH4-].[Na+].[Cl-].[Ca+2].[Cl-].[C:6]([C:8]1[CH:13]=[CH:12][CH:11]=[CH:10][C:9]=1[C:14]1[CH:19]=[CH:18][C:17]([CH2:20][C:21]2[C:26](=[O:27])[N:25]([C:28]3[CH:42]=[CH:41][C:31]([O:32][C:33]([CH3:40])([CH3:39])[C:34](OCC)=[O:35])=[CH:30][CH:29]=3)[C:24]([CH2:43][CH3:44])=[N:23][C:22]=2[CH2:45][CH2:46][CH3:47])=[CH:16][CH:15]=1)#[N:7]. The catalyst is C(O)C.O1CCCC1.C(OCC)(=O)C.Cl. The product is [CH2:43]([C:24]1[N:25]([C:28]2[CH:29]=[CH:30][C:31]([O:32][C:33]([CH3:40])([CH3:39])[CH2:34][OH:35])=[CH:41][CH:42]=2)[C:26](=[O:27])[C:21]([CH2:20][C:17]2[CH:16]=[CH:15][C:14]([C:9]3[C:8]([C:6]#[N:7])=[CH:13][CH:12]=[CH:11][CH:10]=3)=[CH:19][CH:18]=2)=[C:22]([CH2:45][CH2:46][CH3:47])[N:23]=1)[CH3:44]. The yield is 0.710. (2) The reactants are [OH-].[Na+].[CH2:3]([O:7][C:8]1[CH:13]=[CH:12][C:11]([S:14]([CH2:17][NH:18][CH2:19][C:20]([N:29]2[CH2:34][CH2:33][N:32]([S:35]([CH3:38])(=[O:37])=[O:36])[CH2:31][CH2:30]2)(C(OC)=O)[C:21]([O:23]C)=[O:22])(=[O:16])=[O:15])=[CH:10][CH:9]=1)[C:4]#[C:5][CH3:6].Cl. The catalyst is O1CCCC1.CO.O. The product is [CH2:3]([O:7][C:8]1[CH:13]=[CH:12][C:11]([S:14]([CH2:17][NH:18][CH2:19][CH:20]([N:29]2[CH2:30][CH2:31][N:32]([S:35]([CH3:38])(=[O:36])=[O:37])[CH2:33][CH2:34]2)[C:21]([OH:23])=[O:22])(=[O:15])=[O:16])=[CH:10][CH:9]=1)[C:4]#[C:5][CH3:6]. The yield is 0.870. (3) The reactants are [CH3:1][CH:2]([CH2:4][CH2:5][CH2:6][C@H:7]([C@@H:9]1[C@:26]2([CH3:27])[C@H:12]([C@H:13]3[C@H:23]([CH2:24][CH2:25]2)[C@:21]2([CH3:22])[C:16]([CH2:17][C@@H:18]([N:28](S(C4C=CC=CC=4[N+]([O-])=O)(=O)=O)[CH2:29][CH2:30][CH2:31][NH:32][C:33](=[O:52])[CH2:34][CH2:35][CH2:36][CH2:37][CH2:38][NH:39][C:40]4[CH:45]=[CH:44][C:43]([N+:46]([O-:48])=[O:47])=[CH:42][C:41]=4[N+:49]([O-:51])=[O:50])[CH2:19][CH2:20]2)=[CH:15][CH2:14]3)[CH2:11][CH2:10]1)[CH3:8])[CH3:3].C([O-])([O-])=O.[K+].[K+].C1(S)C=CC=CC=1. The catalyst is CN(C)C=O. The product is [CH3:3][CH:2]([CH2:4][CH2:5][CH2:6][C@H:7]([C@@H:9]1[C@:26]2([CH3:27])[C@H:12]([C@H:13]3[C@H:23]([CH2:24][CH2:25]2)[C@:21]2([CH3:22])[C:16]([CH2:17][C@@H:18]([NH:28][CH2:29][CH2:30][CH2:31][NH:32][C:33](=[O:52])[CH2:34][CH2:35][CH2:36][CH2:37][CH2:38][NH:39][C:40]4[CH:45]=[CH:44][C:43]([N+:46]([O-:48])=[O:47])=[CH:42][C:41]=4[N+:49]([O-:51])=[O:50])[CH2:19][CH2:20]2)=[CH:15][CH2:14]3)[CH2:11][CH2:10]1)[CH3:8])[CH3:1]. The yield is 0.590. (4) The reactants are [CH3:1][O:2][C:3]1[CH:4]=[C:5]2[C:10](=[CH:11][C:12]=1[O:13][CH3:14])[N:9]=[CH:8][N:7]=[C:6]2[O:15][C:16]1[CH:22]=[CH:21][C:19]([NH2:20])=[CH:18][CH:17]=1.ClC(Cl)(O[C:27](=[O:33])OC(Cl)(Cl)Cl)Cl.[C:35]([C:39]1[CH:51]=[CH:50][C:42]([CH2:43][N:44]2[CH2:48][CH2:47][CH:46]([NH2:49])[CH2:45]2)=[CH:41][CH:40]=1)([CH3:38])([CH3:37])[CH3:36].C(=O)([O-])O.[Na+]. The catalyst is C(N(CC)CC)C.C(Cl)(Cl)Cl. The product is [C:35]([C:39]1[CH:51]=[CH:50][C:42]([CH2:43][N:44]2[CH2:48][CH2:47][CH:46]([NH:49][C:27]([NH:20][C:19]3[CH:21]=[CH:22][C:16]([O:15][C:6]4[C:5]5[C:10](=[CH:11][C:12]([O:13][CH3:14])=[C:3]([O:2][CH3:1])[CH:4]=5)[N:9]=[CH:8][N:7]=4)=[CH:17][CH:18]=3)=[O:33])[CH2:45]2)=[CH:41][CH:40]=1)([CH3:38])([CH3:36])[CH3:37]. The yield is 0.410. (5) The reactants are [CH3:1][O:2][C:3]1[C:4]([CH2:18][OH:19])([CH2:13][CH2:14][CH:15]([CH3:17])[CH3:16])[C:5]2[C:10]([CH2:11][CH:12]=1)=[CH:9][CH:8]=[CH:7][CH:6]=2.[C:20](OC(=O)C)(=[O:22])[CH3:21].N1C=CC=CC=1. The catalyst is O. The product is [C:20]([O:19][CH2:18][C:4]1([CH2:13][CH2:14][CH:15]([CH3:16])[CH3:17])[C:5]2[C:10](=[CH:9][CH:8]=[CH:7][CH:6]=2)[CH2:11][CH:12]=[C:3]1[O:2][CH3:1])(=[O:22])[CH3:21]. The yield is 0.810. (6) The reactants are [Cl:1][C:2]1[CH:8]=[CH:7][C:5]([NH2:6])=[CH:4][CH:3]=1.C([O:11][CH:12]=[C:13]([C:19]([O-])=O)[C:14]([O:16][CH2:17][CH3:18])=[O:15])C.Cl.[OH-].[Na+]. The catalyst is C(OCC)(=O)C.O. The product is [CH2:17]([O:16][C:14]([C:13]1[C:12](=[O:11])[C:7]2[C:5](=[CH:4][CH:3]=[C:2]([Cl:1])[CH:8]=2)[NH:6][CH:19]=1)=[O:15])[CH3:18]. The yield is 0.710. (7) The reactants are [NH2:1][C:2]([NH2:4])=[O:3].[C:5]1([CH3:13])[CH:10]=[CH:9][C:8]([CH:11]=O)=[CH:7][CH:6]=1.[C:14]([O:20][CH2:21][CH3:22])(=[O:19])[CH2:15][C:16]([CH3:18])=O.C(O)(=O)C.B(F)(F)F.CCOCC. The catalyst is O1CCCC1.[Cu]Cl. The product is [CH3:18][C:16]1[NH:4][C:2](=[O:3])[NH:1][CH:11]([C:8]2[CH:9]=[CH:10][C:5]([CH3:13])=[CH:6][CH:7]=2)[C:15]=1[C:14]([O:20][CH2:21][CH3:22])=[O:19]. The yield is 0.910. (8) The product is [CH:15]([N:4]1[C:3](=[O:18])[C:2]([NH:19][CH2:20][CH2:21][C:22]2[CH:23]=[C:24]([CH:27]=[CH:28][CH:29]=2)[C:25]#[N:26])=[C:6]([C:7]2[CH:12]=[CH:11][CH:10]=[CH:9][CH:8]=2)[S:5]1(=[O:14])=[O:13])([CH3:17])[CH3:16]. The reactants are Cl[C:2]1[C:3](=[O:18])[N:4]([CH:15]([CH3:17])[CH3:16])[S:5](=[O:14])(=[O:13])[C:6]=1[C:7]1[CH:12]=[CH:11][CH:10]=[CH:9][CH:8]=1.[NH2:19][CH2:20][CH2:21][C:22]1[CH:23]=[C:24]([CH:27]=[CH:28][CH:29]=1)[C:25]#[N:26]. The yield is 0.563. The catalyst is CN(C=O)C.CCOC(C)=O. (9) The reactants are C[C:2](CC(C)C)=[O:3].[CH2:8]([C:12]1[N:13]([CH2:20][C:21]2[CH:26]=[CH:25][C:24]([C:27]3[CH:32]=[CH:31][CH:30]=[CH:29][C:28]=3[C:33]3[N:34]=[N:35][N:36](C(C4C=CC=CC=4)(C4C=CC=CC=4)C4C=CC=CC=4)[N:37]=3)=[CH:23][CH:22]=2)[CH2:14][C:15]([Cl:19])(CO)[N:16]=1)[CH2:9][CH2:10][CH3:11].[OH-].[K+:58].C. The catalyst is CO. The product is [CH3:11][CH2:10][CH2:9][CH2:8][C:12]1[N:13]([CH2:20][C:21]2[CH:22]=[CH:23][C:24]([C:27]3[CH:32]=[CH:31][CH:30]=[CH:29][C:28]=3[C:33]3[N:34]=[N:35][N-:36][N:37]=3)=[CH:25][CH:26]=2)[C:14]([CH2:2][OH:3])=[C:15]([Cl:19])[N:16]=1.[K+:58]. The yield is 0.940.